From a dataset of Reaction yield outcomes from USPTO patents with 853,638 reactions. Predict the reaction yield, written as a fraction of the theoretical maximum amount of product (1.0 means a 100% yield; for example, 0.34 means a 34% yield). (1) The reactants are C[Si](C)(C)[O-].[K+].[C:7]([C:9]1[C:10]([N:21]2[CH2:24][C:23]([C:26]([O:28]C)=[O:27])([CH3:25])[CH2:22]2)=[N:11][C:12]([CH3:20])=[C:13]([CH:19]=1)[C:14]([O:16][CH2:17][CH3:18])=[O:15])#[N:8].Cl. The catalyst is C1COCC1. The product is [C:7]([C:9]1[C:10]([N:21]2[CH2:22][C:23]([CH3:25])([C:26]([OH:28])=[O:27])[CH2:24]2)=[N:11][C:12]([CH3:20])=[C:13]([C:14]([O:16][CH2:17][CH3:18])=[O:15])[CH:19]=1)#[N:8]. The yield is 1.00. (2) The reactants are [H-].[Na+].[Cl:3][C:4]1[C:12]2[N:11]=[C:10]3[N:13]([C:17]4[CH:22]=[CH:21][C:20]([Cl:23])=[CH:19][C:18]=4[Cl:24])[CH2:14][CH2:15][CH2:16][N:9]3[C:8]=2[C:7]([CH:25]([CH2:28][CH3:29])[CH2:26][OH:27])=[CH:6][CH:5]=1.[CH3:30]I. The catalyst is CN(C)C=O.[Cl-].[NH4+]. The product is [Cl:3][C:4]1[C:12]2[N:11]=[C:10]3[N:13]([C:17]4[CH:22]=[CH:21][C:20]([Cl:23])=[CH:19][C:18]=4[Cl:24])[CH2:14][CH2:15][CH2:16][N:9]3[C:8]=2[C:7]([CH:25]([CH2:26][O:27][CH3:30])[CH2:28][CH3:29])=[CH:6][CH:5]=1. The yield is 0.500. (3) The reactants are CC([O-])(C)C.[K+].[CH:7]([O:9][CH3:10])=[O:8].[N:11]1[CH:16]=[C:15]([CH2:17][CH2:18][C:19](OC)=[O:20])[CH:14]=[N:13][CH:12]=1. The catalyst is C1COCC1. The product is [CH:19]([CH:18]([CH2:17][C:15]1[CH:16]=[N:11][CH:12]=[N:13][CH:14]=1)[C:7]([O:9][CH3:10])=[O:8])=[O:20]. The yield is 0.574.